This data is from Full USPTO retrosynthesis dataset with 1.9M reactions from patents (1976-2016). The task is: Predict the reactants needed to synthesize the given product. (1) Given the product [ClH:10].[CH3:11][N:12]([CH3:25])[C:13]1([CH2:23][CH2:7][C:1]2[CH:6]=[CH:5][CH:4]=[CH:3][CH:2]=2)[CH2:22][CH2:21][C:16]2([O:20][CH2:19][CH2:18][O:17]2)[CH2:15][CH2:14]1, predict the reactants needed to synthesize it. The reactants are: [C:1]1([CH2:7]C[Mg][Cl:10])[CH:6]=[CH:5][CH:4]=[CH:3][CH:2]=1.[CH3:11][N:12]([CH3:25])[C:13]1([C:23]#N)[CH2:22][CH2:21][C:16]2([O:20][CH2:19][CH2:18][O:17]2)[CH2:15][CH2:14]1.[Cl-].[NH4+].Cl[Si](C)(C)C. (2) Given the product [CH2:1]([O:3][C:4](=[O:17])[C:5]([O:8][C:9]1[CH:14]=[CH:13][C:12]([O:15][CH2:19][C:20]2[C:21]([CH:36]3[CH2:38][CH2:37]3)=[N:22][C:23]([C:26]3[CH:27]=[CH:28][C:29]([C:32]([F:34])([F:35])[F:33])=[CH:30][CH:31]=3)=[N:24][CH:25]=2)=[CH:11][C:10]=1[CH3:16])([CH3:6])[CH3:7])[CH3:2], predict the reactants needed to synthesize it. The reactants are: [CH2:1]([O:3][C:4](=[O:17])[C:5]([O:8][C:9]1[CH:14]=[CH:13][C:12]([OH:15])=[CH:11][C:10]=1[CH3:16])([CH3:7])[CH3:6])[CH3:2].Cl[CH2:19][C:20]1[C:21]([CH:36]2[CH2:38][CH2:37]2)=[N:22][C:23]([C:26]2[CH:31]=[CH:30][C:29]([C:32]([F:35])([F:34])[F:33])=[CH:28][CH:27]=2)=[N:24][CH:25]=1. (3) Given the product [C:29]([O:28][C:26]([N:23]1[CH2:24][CH2:25][CH:20]([C@H:18]2[O:19][C:14]3[CH:13]=[N:12][C:11]([C:8]4[CH:9]=[CH:10][C:5]([S:2]([CH3:1])(=[O:4])=[O:3])=[CH:6][CH:7]=4)=[N:16][C:15]=3[CH2:17]2)[CH2:21][CH2:22]1)=[O:27])([CH3:32])([CH3:31])[CH3:30], predict the reactants needed to synthesize it. The reactants are: [CH3:1][S:2]([C:5]1[CH:10]=[CH:9][C:8]([C:11]2[N:12]=[CH:13][C:14]3[O:19][C@H:18]([CH:20]4[CH2:25][CH2:24][NH:23][CH2:22][CH2:21]4)[CH2:17][C:15]=3[N:16]=2)=[CH:7][CH:6]=1)(=[O:4])=[O:3].[C:26](O[C:26]([O:28][C:29]([CH3:32])([CH3:31])[CH3:30])=[O:27])([O:28][C:29]([CH3:32])([CH3:31])[CH3:30])=[O:27]. (4) Given the product [Cl:1][C:2]1[CH:3]=[C:4]2[N:27]=[CH:28][N:17]([C@H:18]([C:20]3[CH:21]=[CH:22][C:23]([F:26])=[CH:24][CH:25]=3)[CH3:19])[C:5]2=[N:6][C:7]=1[NH:8][C:9]1[CH:13]=[C:12]([CH:14]2[CH2:16][CH2:15]2)[NH:11][N:10]=1, predict the reactants needed to synthesize it. The reactants are: [Cl:1][C:2]1[CH:3]=[C:4]([NH2:27])[C:5]([NH:17][C@H:18]([C:20]2[CH:25]=[CH:24][C:23]([F:26])=[CH:22][CH:21]=2)[CH3:19])=[N:6][C:7]=1[NH:8][C:9]1[CH:13]=[C:12]([CH:14]2[CH2:16][CH2:15]2)[NH:11][N:10]=1.[C:28](O)(=O)C.C(N)=N.C([O-])(O)=O.[Na+].CCOC(C)=O. (5) Given the product [NH2:11][C:12]1[CH:17]=[CH:16][C:15]([C:18]2[CH:19]=[CH:20][C:21]([C:24]([F:25])([F:26])[F:27])=[CH:22][CH:23]=2)=[CH:14][C:13]=1[CH2:28][OH:29], predict the reactants needed to synthesize it. The reactants are: [H-].C([Al+]CC(C)C)C(C)C.[NH2:11][C:12]1[CH:17]=[CH:16][C:15]([C:18]2[CH:23]=[CH:22][C:21]([C:24]([F:27])([F:26])[F:25])=[CH:20][CH:19]=2)=[CH:14][C:13]=1[C:28](OC)=[O:29].CO.O.